From a dataset of Kinase inhibitor binding affinity data with 442 proteins and 68 drugs (Kd values). Regression. Given a target protein amino acid sequence and a drug SMILES string, predict the binding affinity score between them. We predict pKd (pKd = -log10(Kd in M); higher means stronger binding). Dataset: davis. (1) The pKd is 5.0. The target protein (RET(V804M)) has sequence MAKATSGAAGLRLLLLLLLPLLGKVALGLYFSRDAYWEKLYVDQAAGTPLLYVHALRDAPEEVPSFRLGQHLYGTYRTRLHENNWICIQEDTGLLYLNRSLDHSSWEKLSVRNRGFPLLTVYLKVFLSPTSLREGECQWPGCARVYFSFFNTSFPACSSLKPRELCFPETRPSFRIRENRPPGTFHQFRLLPVQFLCPNISVAYRLLEGEGLPFRCAPDSLEVSTRWALDREQREKYELVAVCTVHAGAREEVVMVPFPVTVYDEDDSAPTFPAGVDTASAVVEFKRKEDTVVATLRVFDADVVPASGELVRRYTSTLLPGDTWAQQTFRVEHWPNETSVQANGSFVRATVHDYRLVLNRNLSISENRTMQLAVLVNDSDFQGPGAGVLLLHFNVSVLPVSLHLPSTYSLSVSRRARRFAQIGKVCVENCLADLTGDAVSGRDEARSSGLGSQKHPGS. The small molecule is CC(C)(C)c1cnc(CSc2cnc(NC(=O)C3CCNCC3)s2)o1. (2) The drug is CSc1cccc(Nc2ncc3cc(-c4c(Cl)cccc4Cl)c(=O)n(C)c3n2)c1. The target protein (ABL1p) has sequence PFWKILNPLLERGTYYYFMGQQPGKVLGDQRRPSLPALHFIKGAGKKESSRHGGPHCNVFVEHEALQRPVASDFEPQGLSEAARWNSKENLLAGPSENDPNLFVALYDFVASGDNTLSITKGEKLRVLGYNHNGEWCEAQTKNGQGWVPSNYITPVNSLEKHSWYHGPVSRNAAEYLLSSGINGSFLVRESESSPGQRSISLRYEGRVYHYRINTASDGKLYVSSESRFNTLAELVHHHSTVADGLITTLHYPAPKRNKPTVYGVSPNYDKWEMERTDITMKHKLGGGQYGEVYEGVWKKYSLTVAVKTLKEDTMEVEEFLKEAAVMKEIKHPNLVQLLGVCTREPPFYIITEFMTYGNLLDYLRECNRQEVNAVVLLYMATQISSAMEYLEKKNFIHRDLAARNCLVGENHLVKVADFGLSRLMTGDTYTAHAGAKFPIKWTAPESLAYNKFSIKSDVWAFGVLLWEIATYGMSPYPGIDLSQVYELLEKDYRMERPEG.... The pKd is 9.2.